This data is from Forward reaction prediction with 1.9M reactions from USPTO patents (1976-2016). The task is: Predict the product of the given reaction. (1) Given the reactants [CH3:1][C:2]1[NH:3][C:4]2[C:9]([CH:10]=1)=[C:8]([C:11]([F:14])([F:13])[F:12])[C:7]([C:15]#[N:16])=[CH:6][CH:5]=2.Br[CH2:18][CH2:19][O:20][C:21]1[CH:26]=[CH:25][C:24]([NH:27][C:28](=[O:30])[CH3:29])=[CH:23][CH:22]=1, predict the reaction product. The product is: [C:15]([C:7]1[C:8]([C:11]([F:12])([F:14])[F:13])=[C:9]2[C:4](=[CH:5][CH:6]=1)[N:3]([CH2:18][CH2:19][O:20][C:21]1[CH:26]=[CH:25][C:24]([NH:27][C:28](=[O:30])[CH3:29])=[CH:23][CH:22]=1)[C:2]([CH3:1])=[CH:10]2)#[N:16]. (2) Given the reactants C([O:9][CH2:10][CH2:11][N:12]1[C:20]2[C:19](Cl)=[N:18][CH:17]=[N:16][C:15]=2[CH:14]=[CH:13]1)(=O)C1C=CC=CC=1.[CH2:22]([O:26][C:27]1[CH:28]=[C:29]([CH:39]=[CH:40][CH:41]=1)[O:30][C:31]1[CH:37]=[CH:36][C:34]([NH2:35])=[CH:33][C:32]=1[CH3:38])[CH:23]([CH3:25])[CH3:24].[OH-].[Na+], predict the reaction product. The product is: [CH2:22]([O:26][C:27]1[CH:28]=[C:29]([CH:39]=[CH:40][CH:41]=1)[O:30][C:31]1[CH:37]=[CH:36][C:34]([NH:35][C:19]2[C:20]3[N:12]([CH2:11][CH2:10][OH:9])[CH:13]=[CH:14][C:15]=3[N:16]=[CH:17][N:18]=2)=[CH:33][C:32]=1[CH3:38])[CH:23]([CH3:25])[CH3:24].